This data is from Forward reaction prediction with 1.9M reactions from USPTO patents (1976-2016). The task is: Predict the product of the given reaction. (1) The product is: [CH3:12][O:11][C:10](=[O:13])[NH:9][CH2:8][C:5]1[CH:6]=[CH:7][C:2]([B:18]2[O:19][C:20]([CH3:22])([CH3:21])[C:16]([CH3:32])([CH3:15])[O:17]2)=[CH:3][C:4]=1[F:14]. Given the reactants Br[C:2]1[CH:7]=[CH:6][C:5]([CH2:8][NH:9][C:10](=[O:13])[O:11][CH3:12])=[C:4]([F:14])[CH:3]=1.[CH3:15][C:16]1([CH3:32])[C:20]([CH3:22])([CH3:21])[O:19][B:18]([B:18]2[O:19][C:20]([CH3:22])([CH3:21])[C:16]([CH3:32])([CH3:15])[O:17]2)[O:17]1.ClCCl.C([O-])(=O)C.[K+], predict the reaction product. (2) Given the reactants C(O)=O.[NH2:4][CH2:5][CH2:6][C:7]1[CH:30]=[CH:29][C:10]([NH:11][CH:12]2[CH2:17][CH2:16][N:15]([C:18]([NH:20][CH2:21][CH2:22][CH2:23][CH2:24][CH2:25][CH2:26][CH2:27][CH3:28])=[O:19])[CH2:14][CH2:13]2)=[CH:9][CH:8]=1.C([O:38][C:39]1[CH:40]=[CH:41][C:42]([O:50][CH2:51][C@@H:52]2[CH2:54][O:53]2)=[C:43]2[C:48]=1[NH:47][C:46](=[O:49])[CH2:45][CH2:44]2)C1C=CC=CC=1, predict the reaction product. The product is: [CH2:21]([NH:20][C:18]([N:15]1[CH2:16][CH2:17][CH:12]([NH:11][C:10]2[CH:9]=[CH:8][C:7]([CH2:6][CH2:5][NH:4][CH2:54][C@H:52]([OH:53])[CH2:51][O:50][C:42]3[CH:41]=[CH:40][C:39]([OH:38])=[C:48]4[C:43]=3[CH2:44][CH2:45][C:46](=[O:49])[NH:47]4)=[CH:30][CH:29]=2)[CH2:13][CH2:14]1)=[O:19])[CH2:22][CH2:23][CH2:24][CH2:25][CH2:26][CH2:27][CH3:28].